Dataset: Reaction yield outcomes from USPTO patents with 853,638 reactions. Task: Predict the reaction yield, written as a fraction of the theoretical maximum amount of product (1.0 means a 100% yield; for example, 0.34 means a 34% yield). The reactants are O.[NH2:2][NH2:3].C(O)C.[F:7][C:8]([F:15])([CH3:14])[C:9](OCC)=O.C(S[C:19]([C:27]1[CH:32]=[CH:31][CH:30]=[CH:29][CH:28]=1)=[N:20][C:21]1[CH:26]=[CH:25][CH:24]=[CH:23][CH:22]=1)C. The catalyst is C(O)CCC. The product is [F:15][C:8]([C:9]1[N:20]([C:21]2[CH:26]=[CH:25][CH:24]=[CH:23][CH:22]=2)[C:19]([C:27]2[CH:32]=[CH:31][CH:30]=[CH:29][CH:28]=2)=[N:3][N:2]=1)([F:7])[CH3:14]. The yield is 0.270.